Dataset: Full USPTO retrosynthesis dataset with 1.9M reactions from patents (1976-2016). Task: Predict the reactants needed to synthesize the given product. (1) Given the product [OH:1][C@@H:2]1[C:10]2[C:5](=[CH:6][CH:7]=[CH:8][CH:9]=2)[CH2:4][C@@:3]1([CH2:20][C:21]1[CH:29]=[CH:28][C:24]([C:25]([NH2:45])=[O:26])=[CH:23][CH:22]=1)[C:11]1[CH2:12][C:13]2[C:18]([CH:19]=1)=[CH:17][CH:16]=[CH:15][CH:14]=2, predict the reactants needed to synthesize it. The reactants are: [OH:1][C@@H:2]1[C:10]2[C:5](=[CH:6][CH:7]=[CH:8][CH:9]=2)[CH2:4][C@@:3]1([CH2:20][C:21]1[CH:29]=[CH:28][C:24]([C:25](O)=[O:26])=[CH:23][CH:22]=1)[C:11]1[CH2:12][C:13]2[C:18]([CH:19]=1)=[CH:17][CH:16]=[CH:15][CH:14]=2.CC(OC(OC(OC(C)(C)C)=O)=O)(C)C.[N:45]1C=CC=CC=1.C(=O)(O)[O-].[NH4+]. (2) Given the product [C:1]([C:3]1[CH:8]=[CH:7][C:6]([N:9]2[C:13]([C:14]3[C:15](=[O:33])[N:16]([CH3:32])[C:17](=[O:31])[N:18]([C:21]4[CH:26]=[CH:25][CH:24]=[C:23]([C:27]([F:30])([F:29])[F:28])[CH:22]=4)[C:19]=3[CH3:20])=[C:12]([S:34]([NH2:44])(=[O:37])=[O:35])[CH:11]=[N:10]2)=[CH:5][CH:4]=1)#[N:2], predict the reactants needed to synthesize it. The reactants are: [C:1]([C:3]1[CH:8]=[CH:7][C:6]([N:9]2[C:13]([C:14]3[C:15](=[O:33])[N:16]([CH3:32])[C:17](=[O:31])[N:18]([C:21]4[CH:26]=[CH:25][CH:24]=[C:23]([C:27]([F:30])([F:29])[F:28])[CH:22]=4)[C:19]=3[CH3:20])=[C:12]([S:34]([OH:37])(=O)=[O:35])[CH:11]=[N:10]2)=[CH:5][CH:4]=1)#[N:2].P(Cl)(Cl)(Cl)=O.C(C1C=CC(N2C(C3C(=O)N(C)C(=O)N(C4C=CC=C(C(F)(F)F)C=4)C=3C)=C(S(Cl)(=O)=O)C=N2)=CC=1)#[N:44].O.N. (3) Given the product [C:1]([N:5]([C:18]([C:19]1[CH:24]=[CH:23][C:22]2[CH:25]=[N:41][N:40]([CH:37]([CH3:39])[CH3:38])[B:27]([OH:31])[C:21]=2[CH:20]=1)=[O:36])[NH:6][C:7](=[O:17])[C:8]1[CH:13]=[CH:12][CH:11]=[C:10]([O:14][CH3:15])[C:9]=1[CH3:16])([CH3:3])([CH3:2])[CH3:4], predict the reactants needed to synthesize it. The reactants are: [C:1]([N:5]([C:18](=[O:36])[C:19]1[CH:24]=[CH:23][C:22]([CH:25]=O)=[C:21]([B:27]2[O:31]C(C)(C)C(C)(C)O2)[CH:20]=1)[NH:6][C:7](=[O:17])[C:8]1[CH:13]=[CH:12][CH:11]=[C:10]([O:14][CH3:15])[C:9]=1[CH3:16])([CH3:4])([CH3:3])[CH3:2].[CH:37]([NH:40][NH2:41])([CH3:39])[CH3:38]. (4) Given the product [Cl:1][C:2]1[CH:3]=[C:4]([C:18]2[N:23]=[C:22]([C:24]([OH:26])=[O:25])[CH:21]=[CH:20][C:19]=2[CH3:27])[CH:5]=[CH:6][CH:7]=1, predict the reactants needed to synthesize it. The reactants are: [Cl:1][C:2]1[CH:3]=[C:4](B(O)O)[CH:5]=[CH:6][CH:7]=1.C(=O)([O-])[O-].[K+].[K+].Br[C:18]1[N:23]=[C:22]([C:24]([OH:26])=[O:25])[CH:21]=[CH:20][C:19]=1[CH3:27]. (5) Given the product [NH:1]1[C:9]2[C:4](=[CH:5][C:6]([CH:10]([C:16]3[CH:17]=[CH:18][CH:19]=[CH:20][CH:21]=3)[CH:11]([C:15]3[CH:8]=[CH:9][CH:4]=[CH:5][CH:6]=3)[C:12]([NH:27][C:23]3[S:22][CH:26]=[N:25][N:24]=3)=[O:14])=[CH:7][CH:8]=2)[CH:3]=[N:2]1, predict the reactants needed to synthesize it. The reactants are: [NH:1]1[C:9]2[C:4](=[CH:5][C:6]([CH:10]([C:16]3[CH:21]=[CH:20][CH:19]=[CH:18][CH:17]=3)[CH:11]([CH3:15])[C:12]([OH:14])=O)=[CH:7][CH:8]=2)[CH:3]=[N:2]1.[S:22]1[CH:26]=[N:25][N:24]=[C:23]1[NH2:27].